The task is: Predict the product of the given reaction.. This data is from Forward reaction prediction with 1.9M reactions from USPTO patents (1976-2016). Given the reactants C(CC[O:5][C:6]([C:8]1[CH:13]([C:14]2[CH:19]=[CH:18][CH:17]=[C:16]([Cl:20])[CH:15]=2)[C:12]([C:21](=[O:38])[NH:22][CH2:23][CH2:24][CH:25]([C:32]2[CH:37]=[CH:36][CH:35]=[CH:34][CH:33]=2)[C:26]2[CH:31]=[CH:30][CH:29]=[CH:28][CH:27]=2)=[C:11]([CH2:39][O:40]CCCl)[NH:10][C:9]=1[CH3:44])=[O:7])#N.[I-].[Na+].[N-:47]=[N+]=[N-].[Na+].C(O[CH2:55][CH3:56])(=O)C, predict the reaction product. The product is: [NH2:47][CH2:55][CH2:56][O:40][CH2:39][C:11]1[N:10]=[C:9]([CH3:44])[C:8]([C:6]([OH:5])=[O:7])=[C:13]([C:14]2[CH:19]=[CH:18][CH:17]=[C:16]([Cl:20])[CH:15]=2)[C:12]=1[C:21](=[O:38])[NH:22][CH2:23][CH2:24][CH:25]([C:26]1[CH:31]=[CH:30][CH:29]=[CH:28][CH:27]=1)[C:32]1[CH:33]=[CH:34][CH:35]=[CH:36][CH:37]=1.